Dataset: Forward reaction prediction with 1.9M reactions from USPTO patents (1976-2016). Task: Predict the product of the given reaction. Given the reactants [CH2:1]([O:3][C:4]([C:6]1([C:9]2[CH:14]=[CH:13][C:12]([C:15]3[CH:20]=[CH:19][C:18]([C:21]4[O:25][N:24]=[C:23]([CH3:26])[C:22]=4[NH2:27])=[CH:17][CH:16]=3)=[CH:11][CH:10]=2)[CH2:8][CH2:7]1)=[O:5])[CH3:2].[O:28]([CH:35]([CH3:39])[C:36](Cl)=[O:37])[C:29]1[CH:34]=[CH:33][CH:32]=[CH:31][CH:30]=1, predict the reaction product. The product is: [CH2:1]([O:3][C:4]([C:6]1([C:9]2[CH:10]=[CH:11][C:12]([C:15]3[CH:20]=[CH:19][C:18]([C:21]4[O:25][N:24]=[C:23]([CH3:26])[C:22]=4[NH:27][C:36](=[O:37])[CH:35]([O:28][C:29]4[CH:30]=[CH:31][CH:32]=[CH:33][CH:34]=4)[CH3:39])=[CH:17][CH:16]=3)=[CH:13][CH:14]=2)[CH2:8][CH2:7]1)=[O:5])[CH3:2].